From a dataset of Reaction yield outcomes from USPTO patents with 853,638 reactions. Predict the reaction yield, written as a fraction of the theoretical maximum amount of product (1.0 means a 100% yield; for example, 0.34 means a 34% yield). (1) The reactants are [CH:1]1([N:6]2[C:15]3[N:14]=[C:13]([NH:16][C:17]4[CH:18]=[CH:19][C:20]([C:26]([NH:28][CH2:29][CH:30]5[O:35][CH2:34][CH2:33][NH:32][CH2:31]5)=[O:27])=[C:21]5[C:25]=4[O:24][CH2:23][CH2:22]5)[N:12]=[CH:11][C:10]=3[N:9]([CH3:36])[C:8](=[O:37])[C@H:7]2[CH2:38][CH3:39])[CH2:5][CH2:4][CH2:3][CH2:2]1.C=O.[C:42](O[BH-](OC(=O)C)OC(=O)C)(=O)C.[Na+].C(=O)(O)[O-].[Na+]. The catalyst is C(#N)C.O. The product is [CH:1]1([N:6]2[C:15]3[N:14]=[C:13]([NH:16][C:17]4[CH:18]=[CH:19][C:20]([C:26]([NH:28][CH2:29][CH:30]5[O:35][CH2:34][CH2:33][N:32]([CH3:42])[CH2:31]5)=[O:27])=[C:21]5[C:25]=4[O:24][CH2:23][CH2:22]5)[N:12]=[CH:11][C:10]=3[N:9]([CH3:36])[C:8](=[O:37])[C@H:7]2[CH2:38][CH3:39])[CH2:2][CH2:3][CH2:4][CH2:5]1. The yield is 0.380. (2) The reactants are O[C@@H:2]1[C@H:6]([CH2:7][CH:8]=[CH:9][CH2:10][CH2:11][CH2:12][C:13]([OH:15])=[O:14])[C@@H:5](/[CH:16]=[CH:17]/[C@@H:18]([O:27][CH:28]2[CH2:33][CH2:32][CH2:31][CH2:30][O:29]2)[CH2:19]CC2C=CC=CC=2)[C@H:4]([O:34][CH:35]2[CH2:40][CH2:39][CH2:38][CH2:37][O:36]2)[CH2:3]1.C(N(CC)C(C)C)(C)C.[C:50](Cl)(=O)[C:51]1[CH:56]=[CH:55][CH:54]=[CH:53][CH:52]=1. The catalyst is ClCCl.CN(C)C1C=CN=CC=1. The product is [C:51]1([CH2:50][CH2:19][C@H:18]([O:27][CH:28]2[CH2:33][CH2:32][CH2:31][CH2:30][O:29]2)/[CH:17]=[CH:16]/[C@@H:5]2[C@@H:6]3[C@@H:2]([O:14][C:13](=[O:15])[CH2:12][CH2:11][CH2:10][CH:9]=[CH:8][CH2:7]3)[CH2:3][C@H:4]2[O:34][CH:35]2[CH2:40][CH2:39][CH2:38][CH2:37][O:36]2)[CH:56]=[CH:55][CH:54]=[CH:53][CH:52]=1. The yield is 0.586. (3) The reactants are [Cl-].O[NH3+:3].[C:4](=[O:7])([O-])[OH:5].[Na+].CS(C)=O.[CH3:13][C:14]([CH3:47])([CH3:46])[C:15](=[O:45])[CH2:16][N:17]1[C:22](=[O:23])[C:21]2[CH:24]=[C:25]([CH2:27][CH3:28])[S:26][C:20]=2[N:19]([CH2:29][C:30]2[CH:35]=[CH:34][C:33]([C:36]3[C:37]([C:42]#[N:43])=[CH:38][CH:39]=[CH:40][CH:41]=3)=[CH:32][CH:31]=2)[C:18]1=[O:44]. The catalyst is O.C(OCC)(=O)C. The product is [CH3:47][C:14]([CH3:46])([CH3:13])[C:15](=[O:45])[CH2:16][N:17]1[C:22](=[O:23])[C:21]2[CH:24]=[C:25]([CH2:27][CH3:28])[S:26][C:20]=2[N:19]([CH2:29][C:30]2[CH:35]=[CH:34][C:33]([C:36]3[CH:41]=[CH:40][CH:39]=[CH:38][C:37]=3[C:42]3[NH:3][C:4](=[O:7])[O:5][N:43]=3)=[CH:32][CH:31]=2)[C:18]1=[O:44]. The yield is 0.740. (4) The reactants are [C:1]([C:4]1[N:9]=[C:8](Cl)[N:7]=[C:6]([NH:11][CH2:12][C@H:13]([OH:18])[C:14]([O:16]C)=[O:15])[CH:5]=1)(=[O:3])[NH2:2].[F:19][C:20]1[CH:41]=[CH:40][C:23]([O:24][C:25]2[CH:30]=[CH:29][C:28](B3OC(C)(C)C(C)(C)O3)=[CH:27][CH:26]=2)=[CH:22][CH:21]=1.C([O-])([O-])=O.[Na+].[Na+]. The catalyst is O1CCOCC1.C1C=CC(P(C2C=CC=CC=2)[C-]2C=CC=C2)=CC=1.C1C=CC(P(C2C=CC=CC=2)[C-]2C=CC=C2)=CC=1.Cl[Pd]Cl.[Fe+2]. The product is [C:1]([C:4]1[N:9]=[C:8]([C:28]2[CH:27]=[CH:26][C:25]([O:24][C:23]3[CH:22]=[CH:21][C:20]([F:19])=[CH:41][CH:40]=3)=[CH:30][CH:29]=2)[N:7]=[C:6]([NH:11][CH2:12][C@H:13]([OH:18])[C:14]([OH:16])=[O:15])[CH:5]=1)(=[O:3])[NH2:2]. The yield is 0.0900. (5) The reactants are [NH2:1][C:2]1[CH:12]=[CH:11][C:10]([Br:13])=[CH:9][C:3]=1[C:4]([N:6]([CH3:8])[CH3:7])=[O:5].C(N(C(C)C)CC)(C)C.[N:23]1([C:29](Cl)=[O:30])[CH2:28][CH2:27][O:26][CH2:25][CH2:24]1. The catalyst is C(Cl)(Cl)Cl. The product is [Br:13][C:10]1[CH:11]=[CH:12][C:2]([NH:1][C:29]([N:23]2[CH2:28][CH2:27][O:26][CH2:25][CH2:24]2)=[O:30])=[C:3]([C:4](=[O:5])[N:6]([CH3:7])[CH3:8])[CH:9]=1. The yield is 0.390. (6) The reactants are [CH3:1][C:2]1[NH:7][C:6](=[O:8])[C:5]([C:9]#[N:10])=[C:4]([C:11]2[CH:16]=[CH:15][N:14]=[CH:13][CH:12]=2)[CH:3]=1.[BH4-].[Na+].II.Cl. The catalyst is C1COCC1. The product is [NH2:10][CH2:9][C:5]1[C:6](=[O:8])[NH:7][C:2]([CH3:1])=[CH:3][C:4]=1[C:11]1[CH:12]=[CH:13][N:14]=[CH:15][CH:16]=1. The yield is 0.310. (7) The catalyst is O1CCCC1.CCCCCC. The reactants are [N:1]1[CH:6]=[CH:5][CH:4]=[C:3]([NH:7][C:8](=[O:15])OCC(Cl)(Cl)Cl)[N:2]=1.Cl.Cl.[F:18][C:19]1[CH:20]=[C:21]([C:26]2[CH:31]=[CH:30][N:29]=[C:28]([N:32]3[CH2:37][CH2:36][NH:35][CH2:34][CH2:33]3)[N:27]=2)[CH:22]=[C:23]([F:25])[CH:24]=1. The product is [F:25][C:23]1[CH:22]=[C:21]([C:26]2[CH:31]=[CH:30][N:29]=[C:28]([N:32]3[CH2:37][CH2:36][N:35]([C:8]([NH:7][C:3]4[N:2]=[N:1][CH:6]=[CH:5][CH:4]=4)=[O:15])[CH2:34][CH2:33]3)[N:27]=2)[CH:20]=[C:19]([F:18])[CH:24]=1. The yield is 0.390.